This data is from NCI-60 drug combinations with 297,098 pairs across 59 cell lines. The task is: Regression. Given two drug SMILES strings and cell line genomic features, predict the synergy score measuring deviation from expected non-interaction effect. (1) Drug 1: CN(C)C1=NC(=NC(=N1)N(C)C)N(C)C. Drug 2: CC1C(C(CC(O1)OC2CC(OC(C2O)C)OC3=CC4=CC5=C(C(=O)C(C(C5)C(C(=O)C(C(C)O)O)OC)OC6CC(C(C(O6)C)O)OC7CC(C(C(O7)C)O)OC8CC(C(C(O8)C)O)(C)O)C(=C4C(=C3C)O)O)O)O. Cell line: SK-MEL-5. Synergy scores: CSS=1.84, Synergy_ZIP=3.40, Synergy_Bliss=6.24, Synergy_Loewe=-1.63, Synergy_HSA=0.607. (2) Drug 1: C1C(C(OC1N2C=NC3=C(N=C(N=C32)Cl)N)CO)O. Drug 2: CC12CCC3C(C1CCC2O)C(CC4=C3C=CC(=C4)O)CCCCCCCCCS(=O)CCCC(C(F)(F)F)(F)F. Cell line: OVCAR-8. Synergy scores: CSS=43.7, Synergy_ZIP=3.16, Synergy_Bliss=1.04, Synergy_Loewe=-18.7, Synergy_HSA=-0.249. (3) Drug 1: CC1OCC2C(O1)C(C(C(O2)OC3C4COC(=O)C4C(C5=CC6=C(C=C35)OCO6)C7=CC(=C(C(=C7)OC)O)OC)O)O. Drug 2: C1CC(CNC1)C2=CC=C(C=C2)N3C=C4C=CC=C(C4=N3)C(=O)N. Cell line: HT29. Synergy scores: CSS=49.4, Synergy_ZIP=7.04, Synergy_Bliss=7.75, Synergy_Loewe=4.39, Synergy_HSA=9.19.